Dataset: Full USPTO retrosynthesis dataset with 1.9M reactions from patents (1976-2016). Task: Predict the reactants needed to synthesize the given product. (1) Given the product [CH:35]1([CH2:41][N:17]2[CH2:18][C@@H:14]([N:12]3[N:11]=[N:10][C:9]([C:3]4[CH:4]=[CH:5][C:6]([F:8])=[CH:7][C:2]=4[F:1])=[N:13]3)[CH2:15][C@H:16]2[C:19]([N:21]2[CH2:22][CH2:23][N:24]([C:27]3[CH:34]=[CH:33][CH:32]=[CH:31][C:28]=3[C:29]#[N:30])[CH2:25][CH2:26]2)=[O:20])[CH2:40][CH2:39][CH2:38][CH2:37][CH2:36]1, predict the reactants needed to synthesize it. The reactants are: [F:1][C:2]1[CH:7]=[C:6]([F:8])[CH:5]=[CH:4][C:3]=1[C:9]1[N:10]=[N:11][N:12]([CH:14]2[CH2:18][NH:17][CH:16]([C:19]([N:21]3[CH2:26][CH2:25][N:24]([C:27]4[CH:34]=[CH:33][CH:32]=[CH:31][C:28]=4[C:29]#[N:30])[CH2:23][CH2:22]3)=[O:20])[CH2:15]2)[N:13]=1.[CH:35]1([CH:41]=O)[CH2:40][CH2:39][CH2:38][CH2:37][CH2:36]1. (2) Given the product [C:5]([C:4]1[CH:7]=[C:8]([N:10]([CH2:11][C:12]2[CH:13]=[CH:14][C:15]([S:18]([CH3:21])(=[O:20])=[O:19])=[CH:16][CH:17]=2)[C:22](=[O:29])[C:23]2[CH:28]=[CH:27][N:26]=[CH:25][CH:24]=2)[CH:9]=[C:2]([F:1])[CH:3]=1)#[N:6], predict the reactants needed to synthesize it. The reactants are: [F:1][C:2]1[CH:3]=[C:4]([CH:7]=[C:8]([NH:10][CH2:11][C:12]2[CH:17]=[CH:16][C:15]([S:18]([CH3:21])(=[O:20])=[O:19])=[CH:14][CH:13]=2)[CH:9]=1)[C:5]#[N:6].[C:22](O)(=[O:29])[C:23]1[CH:28]=[CH:27][N:26]=[CH:25][CH:24]=1. (3) Given the product [C:1]([O:27][CH:25]([C:21]1[CH:20]=[C:19]([C:17]2[CH:16]=[CH:15][N:14]=[C:13]([NH:12][C:8]3[CH:9]=[CH:10][CH:11]=[C:6]([Cl:5])[CH:7]=3)[N:18]=2)[CH:24]=[CH:23][N:22]=1)[CH3:26])(=[O:3])[CH3:2], predict the reactants needed to synthesize it. The reactants are: [C:1](Cl)(=[O:3])[CH3:2].[Cl:5][C:6]1[CH:7]=[C:8]([NH:12][C:13]2[N:18]=[C:17]([C:19]3[CH:24]=[CH:23][N:22]=[C:21]([CH:25]([OH:27])[CH3:26])[CH:20]=3)[CH:16]=[CH:15][N:14]=2)[CH:9]=[CH:10][CH:11]=1.C(N(CC)CC)C.O. (4) Given the product [CH3:26][C:27]1([CH3:35])[O:31][C@@H:30]([CH2:32][O:33][NH:34][C:19]([C:11]2[O:12][C:13]3[CH:18]=[CH:17][N:16]=[CH:15][C:14]=3[C:10]=2[NH:9][C:3]2[CH:4]=[CH:5][C:6]([Br:8])=[CH:7][C:2]=2[F:1])=[O:21])[CH2:29][O:28]1, predict the reactants needed to synthesize it. The reactants are: [F:1][C:2]1[CH:7]=[C:6]([Br:8])[CH:5]=[CH:4][C:3]=1[NH:9][C:10]1[C:14]2[CH:15]=[N:16][CH:17]=[CH:18][C:13]=2[O:12][C:11]=1[C:19]([O:21]CC)=O.[OH-].[Na+].[CH3:26][C:27]1([CH3:35])[O:31][C@@H:30]([CH2:32][O:33][NH2:34])[CH2:29][O:28]1.C1C=CC2N(O)N=NC=2C=1.CCN(C(C)C)C(C)C.